This data is from Catalyst prediction with 721,799 reactions and 888 catalyst types from USPTO. The task is: Predict which catalyst facilitates the given reaction. (1) Reactant: [CH2:1]([O:8][C:9]1[C:13]([CH2:14][CH2:15][C:16]([O:18][CH2:19][CH3:20])=[O:17])=[CH:12][NH:11][N:10]=1)[C:2]1[CH:7]=[CH:6][CH:5]=[CH:4][CH:3]=1.[H-].[Na+].CN(C)C=O.Cl[C:29]1[CH:34]=[CH:33][C:32]([C:35]([F:38])([F:37])[F:36])=[CH:31][N:30]=1. Product: [CH2:1]([O:8][C:9]1[C:13]([CH2:14][CH2:15][C:16]([O:18][CH2:19][CH3:20])=[O:17])=[CH:12][N:11]([C:29]2[CH:34]=[CH:33][C:32]([C:35]([F:38])([F:37])[F:36])=[CH:31][N:30]=2)[N:10]=1)[C:2]1[CH:3]=[CH:4][CH:5]=[CH:6][CH:7]=1. The catalyst class is: 6. (2) Reactant: [Cl:1][C:2]1[CH:3]=[C:4]([B:9](O)O)[CH:5]=[CH:6][C:7]=1[F:8].[C:12]1([NH2:23])[C:21]2[C:16](=[CH:17][CH:18]=[CH:19][C:20]=2[NH2:22])[CH:15]=[CH:14][CH:13]=1. Product: [Cl:1][C:2]1[CH:3]=[C:4]([B:9]2[NH:23][C:12]3[C:21]4[C:16]([CH:15]=[CH:14][CH:13]=3)=[CH:17][CH:18]=[CH:19][C:20]=4[NH:22]2)[CH:5]=[CH:6][C:7]=1[F:8]. The catalyst class is: 11. (3) The catalyst class is: 51. Product: [C:15]([O:14][C:12]([NH:1][C:2]1[CH:3]=[C:4]2[C:8](=[CH:9][CH:10]=1)[NH:7][C:6](=[O:11])[CH2:5]2)=[O:13])([CH3:18])([CH3:17])[CH3:16]. Reactant: [NH2:1][C:2]1[CH:3]=[C:4]2[C:8](=[CH:9][CH:10]=1)[NH:7][C:6](=[O:11])[CH2:5]2.[C:12](O[C:12]([O:14][C:15]([CH3:18])([CH3:17])[CH3:16])=[O:13])([O:14][C:15]([CH3:18])([CH3:17])[CH3:16])=[O:13]. (4) Reactant: [C:1]([C:3]1[CH:8]=[CH:7][C:6]([C:9]2[CH:10]=[N:11][N:12]([CH2:22][C:23]([NH:25][CH2:26][CH2:27]Br)=[O:24])[C:13]=2[C:14]2[CH:19]=[CH:18][C:17]([C:20]#[N:21])=[CH:16][CH:15]=2)=[CH:5][CH:4]=1)#[N:2].[CH2:29]([NH:31][C:32]([N:34]1[CH2:41][CH:40]2[CH2:42][CH:36]([CH2:37][NH:38][CH2:39]2)[CH2:35]1)=[O:33])[CH3:30].C([O-])([O-])=O.[K+].[K+]. Product: [C:1]([C:3]1[CH:8]=[CH:7][C:6]([C:9]2[CH:10]=[N:11][N:12]([CH2:22][C:23]([NH:25][CH2:26][CH2:27][N:38]3[CH2:37][CH:36]4[CH2:42][CH:40]([CH2:41][N:34]([C:32]([NH:31][CH2:29][CH3:30])=[O:33])[CH2:35]4)[CH2:39]3)=[O:24])[C:13]=2[C:14]2[CH:19]=[CH:18][C:17]([C:20]#[N:21])=[CH:16][CH:15]=2)=[CH:5][CH:4]=1)#[N:2]. The catalyst class is: 10. (5) Reactant: [CH3:1]C[O-].[Na+].[C:5]1([CH:11]([C:15]([NH2:17])=[O:16])[C:12]([NH2:14])=[O:13])[CH:10]=[CH:9][CH:8]=[CH:7][CH:6]=1.C(OCC)=O. Product: [C:5]1([C:11]2[C:15]([OH:16])=[N:17][CH:1]=[N:14][C:12]=2[OH:13])[CH:6]=[CH:7][CH:8]=[CH:9][CH:10]=1. The catalyst class is: 14. (6) Reactant: [Li+].[OH-].[F:3][C:4]1[CH:20]=[CH:19][C:7]([CH2:8][C:9]2[NH:13][N:12]=[C:11]([C:14]([O:16]CC)=[O:15])[CH:10]=2)=[CH:6][CH:5]=1. Product: [F:3][C:4]1[CH:5]=[CH:6][C:7]([CH2:8][C:9]2[NH:13][N:12]=[C:11]([C:14]([OH:16])=[O:15])[CH:10]=2)=[CH:19][CH:20]=1. The catalyst class is: 1.